From a dataset of Forward reaction prediction with 1.9M reactions from USPTO patents (1976-2016). Predict the product of the given reaction. (1) Given the reactants Cl[C:2]1[C:3]([NH:9][C:10]2[CH:15]=[CH:14][CH:13]=[CH:12][C:11]=2[O:16][CH3:17])=[N:4][CH:5]=[C:6]([Cl:8])[CH:7]=1.C1(P(C2CCCCC2)C2C=CC=CC=2C2C=CC=CC=2)CCCCC1.CN(C)C(=O)C.C1CCN2C(=NCCC2)CC1, predict the reaction product. The product is: [Cl:8][C:6]1[CH:5]=[N:4][C:3]2[NH:9][C:10]3[C:15]([C:2]=2[CH:7]=1)=[CH:14][CH:13]=[CH:12][C:11]=3[O:16][CH3:17]. (2) Given the reactants [CH:1]1([CH2:10][CH:11]=[CH2:12])[O:7][C@H:6]([CH2:8][OH:9])[C@@H:4]([OH:5])[C@@H:2]1[OH:3].C1C(=O)N([I:20])C(=O)C1.[O-]S([O-])(=S)=O.[Na+].[Na+], predict the reaction product. The product is: [OH:9][CH2:8][C@H:6]1[O:7][C@H:1]2[CH2:10][CH:11]([CH2:12][I:20])[O:3][C@H:2]2[C@@H:4]1[OH:5].